From a dataset of Full USPTO retrosynthesis dataset with 1.9M reactions from patents (1976-2016). Predict the reactants needed to synthesize the given product. Given the product [CH2:44]([O:43][CH2:42][O:17][CH2:16][C@H:15]([NH:18][C:19](=[O:41])[CH2:20][C@H:21]([O:33][CH2:34][C:35]1[CH:36]=[CH:37][CH:38]=[CH:39][CH:40]=1)[CH2:22][CH2:23][CH2:24][CH2:25][CH2:26][CH2:27][CH2:28][CH2:29][CH2:30][CH2:31][CH3:32])[CH2:14][CH2:13][CH2:12][NH2:11])[C:45]1[CH:50]=[CH:49][CH:48]=[CH:47][CH:46]=1, predict the reactants needed to synthesize it. The reactants are: C(OC([NH:11][CH2:12][CH2:13][CH2:14][C@@H:15]([NH:18][C:19](=[O:41])[CH2:20][C@H:21]([O:33][CH2:34][C:35]1[CH:40]=[CH:39][CH:38]=[CH:37][CH:36]=1)[CH2:22][CH2:23][CH2:24][CH2:25][CH2:26][CH2:27][CH2:28][CH2:29][CH2:30][CH2:31][CH3:32])[CH2:16][OH:17])=O)C1C=CC=CC=1.[CH2:42](Cl)[O:43][CH2:44][C:45]1[CH:50]=[CH:49][CH:48]=[CH:47][CH:46]=1.C(N(C(C)C)CC)(C)C.